The task is: Predict the reactants needed to synthesize the given product.. This data is from Full USPTO retrosynthesis dataset with 1.9M reactions from patents (1976-2016). The reactants are: [PH3]=O.[CH:3]1[CH:8]=[N:7][CH:6]=[C:5]2[CH2:9][O:10][C:11]3[CH:12]=[C:13]([O:17][CH2:18][C@H:19]([N:24]4C(=O)C5C(=CC=CC=5)C4=O)[CH2:20][CH:21]([CH3:23])[CH3:22])[CH:14]=[CH:15][C:16]=3[C:4]=12.NN. Given the product [CH:3]1[CH:8]=[N:7][CH:6]=[C:5]2[CH2:9][O:10][C:11]3[CH:12]=[C:13]([O:17][CH2:18][C@H:19]([NH2:24])[CH2:20][CH:21]([CH3:22])[CH3:23])[CH:14]=[CH:15][C:16]=3[C:4]=12, predict the reactants needed to synthesize it.